This data is from Reaction yield outcomes from USPTO patents with 853,638 reactions. The task is: Predict the reaction yield, written as a fraction of the theoretical maximum amount of product (1.0 means a 100% yield; for example, 0.34 means a 34% yield). The product is [CH3:1][O:2][C:3](=[O:36])[C:4]([CH3:5])([O:7][C:8]1[CH:13]=[CH:12][C:11]([CH2:14][CH2:15][CH2:16][CH:17]2[CH2:21][NH:20][C:19](=[O:33])[N:18]2[CH3:34])=[CH:10][C:9]=1[CH3:35])[CH3:6]. The reactants are [CH3:1][O:2][C:3](=[O:36])[C:4]([O:7][C:8]1[CH:13]=[CH:12][C:11]([CH2:14][CH2:15][CH2:16][CH:17]2[CH2:21][N:20](CC3C=CC(C(C)(C)C)=CC=3)[C:19](=[O:33])[N:18]2[CH3:34])=[CH:10][C:9]=1[CH3:35])([CH3:6])[CH3:5]. The catalyst is CC(O)=O. The yield is 0.770.